Dataset: Forward reaction prediction with 1.9M reactions from USPTO patents (1976-2016). Task: Predict the product of the given reaction. (1) Given the reactants [O:1]=[C:2]1[CH:6]=[CH:5][C:4](=[O:7])[N:3]1[CH2:8][CH2:9][O:10][CH2:11][CH2:12][O:13][CH2:14][CH2:15][O:16][CH2:17][CH2:18][O:19][CH2:20][CH2:21][O:22][CH2:23][CH2:24][O:25][CH2:26][CH2:27][C:28]([NH:30][C@H:31]([C:35]([NH:37][C@H:38]([C:46]([NH:48][C:49]1[CH:54]=[CH:53][C:52]([CH2:55][O:56][C:57](=[O:71])[N:58]([CH3:70])[CH2:59][CH2:60][N:61](C)[C:62](=O)OC(C)(C)C)=[CH:51][CH:50]=1)=[O:47])[CH2:39][CH2:40][CH2:41][NH:42][C:43](=[O:45])[NH2:44])=[O:36])[CH:32]([CH3:34])[CH3:33])=[O:29].C(O)(C(F)(F)F)=O, predict the reaction product. The product is: [O:7]=[C:4]1[CH:5]=[CH:6][C:2](=[O:1])[N:3]1[CH2:8][CH2:9][O:10][CH2:11][CH2:12][O:13][CH2:14][CH2:15][O:16][CH2:17][CH2:18][O:19][CH2:20][CH2:21][O:22][CH2:23][CH2:24][O:25][CH2:26][CH2:27][C:28]([NH:30][C@H:31]([C:35]([NH:37][C@H:38]([C:46]([NH:48][C:49]1[CH:50]=[CH:51][C:52]([CH2:55][O:56][C:57](=[O:71])[N:58]([CH3:70])[CH2:59][CH2:60][NH:61][CH3:62])=[CH:53][CH:54]=1)=[O:47])[CH2:39][CH2:40][CH2:41][NH:42][C:43](=[O:45])[NH2:44])=[O:36])[CH:32]([CH3:33])[CH3:34])=[O:29]. (2) Given the reactants [F:1][C:2]1[CH:7]=[CH:6][CH:5]=[CH:4][C:3]=1[CH:8]1[C:17]2[C:12](=[CH:13][C:14]([O:18][CH2:19][CH2:20][CH2:21][N:22]3[CH2:27][CH2:26][CH2:25][CH2:24][CH2:23]3)=[N:15][CH:16]=2)[CH2:11][NH:10][CH2:9]1.[CH2:28]=O.[BH4-].[Na+], predict the reaction product. The product is: [F:1][C:2]1[CH:7]=[CH:6][CH:5]=[CH:4][C:3]=1[CH:8]1[C:17]2[C:12](=[CH:13][C:14]([O:18][CH2:19][CH2:20][CH2:21][N:22]3[CH2:23][CH2:24][CH2:25][CH2:26][CH2:27]3)=[N:15][CH:16]=2)[CH2:11][N:10]([CH3:28])[CH2:9]1. (3) Given the reactants [Cl:1][C:2]1[CH:20]=[C:19]([Cl:21])[CH:18]=[CH:17][C:3]=1[O:4][C:5]1[C:10]([CH2:11][OH:12])=[CH:9][CH:8]=[C:7]([O:13][CH:14]([CH3:16])[CH3:15])[N:6]=1, predict the reaction product. The product is: [Cl:1][C:2]1[CH:20]=[C:19]([Cl:21])[CH:18]=[CH:17][C:3]=1[O:4][C:5]1[N:6]=[C:7]([O:13][CH:14]([CH3:16])[CH3:15])[CH:8]=[CH:9][C:10]=1[CH:11]=[O:12]. (4) Given the reactants [CH3:1][C:2]1([CH3:41])[CH2:11][CH2:10][C:9]2[N:8]=[CH:7][N:6]=[C:5]([N:12]3[CH2:18][C:17]4[CH:19]=[C:20]([C:23]5[CH:24]=[C:25]6[N:31](COCC[Si](C)(C)C)[C:30]([CH3:40])=[N:29][C:26]6=[N:27][CH:28]=5)[CH:21]=[CH:22][C:16]=4[O:15][CH2:14][CH2:13]3)[C:4]=2[CH2:3]1.Cl, predict the reaction product. The product is: [CH3:1][C:2]1([CH3:41])[CH2:11][CH2:10][C:9]2[N:8]=[CH:7][N:6]=[C:5]([N:12]3[CH2:18][C:17]4[CH:19]=[C:20]([C:23]5[CH:24]=[C:25]6[NH:31][C:30]([CH3:40])=[N:29][C:26]6=[N:27][CH:28]=5)[CH:21]=[CH:22][C:16]=4[O:15][CH2:14][CH2:13]3)[C:4]=2[CH2:3]1.